The task is: Predict the product of the given reaction.. This data is from Forward reaction prediction with 1.9M reactions from USPTO patents (1976-2016). (1) Given the reactants [CH3:1][N:2]1[C@@H:12]2[CH2:13][C:14]3[CH:19]=[CH:18][C:17]([O:20][CH3:21])=[C:16]4[O:22][CH:6]5[C:7]([CH:9]=[CH:10][C@:11]2([OH:23])[C@:5]5([C:15]=34)[CH2:4][CH2:3]1)=[O:8].C(O)(=O)C, predict the reaction product. The product is: [CH3:1][N:2]1[C@@H:12]2[CH2:13][C:14]3[CH:19]=[CH:18][C:17]([O:20][CH3:21])=[C:16]4[O:22][C@H:6]5[C@@H:7]([OH:8])[CH2:9][CH2:10][C@:11]2([OH:23])[C@:5]5([C:15]=34)[CH2:4][CH2:3]1. (2) Given the reactants [CH3:1][C@@H:2]1[CH2:5][C@H:4]([C:6]2[N:10]3[CH:11]=[CH:12][N:13]=[C:14]([NH2:15])[C:9]3=[C:8]([C:16]3[CH:21]=[CH:20][C:19]([O:22][C:23]4[CH:28]=[CH:27][CH:26]=[CH:25][CH:24]=4)=[CH:18][CH:17]=3)[N:7]=2)[CH2:3]1.NC1C2N(C([C@H]3C[C@H](COS(C4C=CC(C)=CC=4)(=O)=O)C3)=NC=2C2C=CC(OC3C=CC=CC=3)=CC=2)C=CN=1, predict the reaction product. The product is: [CH3:1][C@H:2]1[CH2:5][C@H:4]([C:6]2[N:10]3[CH:11]=[CH:12][N:13]=[C:14]([NH2:15])[C:9]3=[C:8]([C:16]3[CH:21]=[CH:20][C:19]([O:22][C:23]4[CH:28]=[CH:27][CH:26]=[CH:25][CH:24]=4)=[CH:18][CH:17]=3)[N:7]=2)[CH2:3]1. (3) The product is: [Cl:1][C:2]1[CH:3]=[CH:4][C:5]([O:36][CH:37]([F:39])[F:38])=[C:6]([C:8]2[C:12]([NH:13][C:14]([C:16]3[CH:17]=[N:18][N:19]4[CH:24]=[CH:23][CH:22]=[N:21][C:20]=34)=[O:15])=[CH:11][N:10]([CH2:25][CH2:26][NH:41][CH2:42][C:43]([O:45][CH3:46])=[O:44])[N:9]=2)[CH:7]=1. Given the reactants [Cl:1][C:2]1[CH:3]=[CH:4][C:5]([O:36][CH:37]([F:39])[F:38])=[C:6]([C:8]2[C:12]([NH:13][C:14]([C:16]3[CH:17]=[N:18][N:19]4[CH:24]=[CH:23][CH:22]=[N:21][C:20]=34)=[O:15])=[CH:11][N:10]([CH2:25][CH2:26]N[C@@H](C3C=CC=CC=3)C)[N:9]=2)[CH:7]=1.Cl.[NH2:41][CH2:42][C:43]([O:45][CH3:46])=[O:44].CCN(C(C)C)C(C)C, predict the reaction product. (4) The product is: [Br:12][C:13]1[CH:18]=[CH:17][C:16]([CH:19]([O:1][C:2]2[CH:3]=[CH:4][C:5]([C:6]([O:8][CH3:9])=[O:7])=[CH:10][CH:11]=2)[CH2:20][CH:21]([CH3:23])[CH3:22])=[CH:15][CH:14]=1. Given the reactants [OH:1][C:2]1[CH:11]=[CH:10][C:5]([C:6]([O:8][CH3:9])=[O:7])=[CH:4][CH:3]=1.[Br:12][C:13]1[CH:18]=[CH:17][C:16]([CH:19](O)[CH2:20][CH:21]([CH3:23])[CH3:22])=[CH:15][CH:14]=1.C1(P(C2C=CC=CC=2)C2C=CC=CC=2)C=CC=CC=1.N(C(OC(C)C)=O)=NC(OC(C)C)=O, predict the reaction product. (5) Given the reactants [N+:1]([O-:4])([O-])=[O:2].[K+].S(=O)(=O)(O)O.[CH3:11][C:12]1([CH3:23])[C:21]2[C:16](=[CH:17][CH:18]=[CH:19][CH:20]=2)[CH2:15][C:14](=[O:22])[NH:13]1, predict the reaction product. The product is: [CH3:11][C:12]1([CH3:23])[C:21]2[C:16](=[CH:17][C:18]([N+:1]([O-:4])=[O:2])=[CH:19][CH:20]=2)[CH2:15][C:14](=[O:22])[NH:13]1. (6) The product is: [F:13][C:12]([F:15])([F:14])[CH:7]1[CH2:6][C:5](=[O:16])[C:4]2[C:9](=[CH:10][CH:11]=[C:2]([B:17]3[O:21][C:20]([CH3:23])([CH3:22])[C:19]([CH3:25])([CH3:24])[O:18]3)[CH:3]=2)[NH:8]1. Given the reactants Br[C:2]1[CH:3]=[C:4]2[C:9](=[CH:10][CH:11]=1)[NH:8][CH:7]([C:12]([F:15])([F:14])[F:13])[CH2:6][C:5]2=[O:16].[B:17]1([B:17]2[O:21][C:20]([CH3:23])([CH3:22])[C:19]([CH3:25])([CH3:24])[O:18]2)[O:21][C:20]([CH3:23])([CH3:22])[C:19]([CH3:25])([CH3:24])[O:18]1.C([O-])(=O)C.[K+].C(Cl)Cl, predict the reaction product. (7) Given the reactants [CH2:1]([O:8][C:9]([NH:11][C:12]1([C:25]([OH:27])=O)[CH2:17][CH2:16][N:15]([C:18]([O:20][C:21]([CH3:24])([CH3:23])[CH3:22])=[O:19])[CH2:14][CH2:13]1)=[O:10])[C:2]1[CH:7]=[CH:6][CH:5]=[CH:4][CH:3]=1.C[N:29]1CCOCC1.N, predict the reaction product. The product is: [CH2:1]([O:8][C:9]([NH:11][C:12]1([C:25](=[O:27])[NH2:29])[CH2:17][CH2:16][N:15]([C:18]([O:20][C:21]([CH3:23])([CH3:24])[CH3:22])=[O:19])[CH2:14][CH2:13]1)=[O:10])[C:2]1[CH:7]=[CH:6][CH:5]=[CH:4][CH:3]=1.